From a dataset of Catalyst prediction with 721,799 reactions and 888 catalyst types from USPTO. Predict which catalyst facilitates the given reaction. Reactant: [C:1]([O:5][C:6](=[O:28])[NH:7][C@H:8]([CH2:19][O:20][CH2:21][C:22](=[O:27])NCOC)[C@H:9]([O:11][CH2:12][C:13]1[CH:18]=[CH:17][CH:16]=[CH:15][CH:14]=1)[CH3:10])([CH3:4])([CH3:3])[CH3:2].[Cl:29][C:30]1[CH:35]=[CH:34][C:33]([Mg]Br)=[CH:32][CH:31]=1. Product: [C:1]([O:5][C:6](=[O:28])[NH:7][C@H:8]([CH2:19][O:20][CH2:21][C:22]([C:33]1[CH:34]=[CH:35][C:30]([Cl:29])=[CH:31][CH:32]=1)=[O:27])[C@H:9]([O:11][CH2:12][C:13]1[CH:14]=[CH:15][CH:16]=[CH:17][CH:18]=1)[CH3:10])([CH3:2])([CH3:3])[CH3:4]. The catalyst class is: 627.